Dataset: Full USPTO retrosynthesis dataset with 1.9M reactions from patents (1976-2016). Task: Predict the reactants needed to synthesize the given product. (1) Given the product [CH2:1]([N:8]1[CH2:12][C@@H:11]([O:13][CH2:22][CH2:23][CH2:24][CH2:25][CH2:26][CH2:27][CH2:28][CH2:29][CH2:30][CH2:31][CH2:32][CH2:33][CH2:34][CH3:35])[C@H:10]([O:14][CH2:35][CH2:34][CH2:33][CH2:32][CH2:31][CH2:30][CH2:29][CH2:28][CH2:27][CH2:26][CH2:25][CH2:24][CH2:23][CH3:22])[CH2:9]1)[C:2]1[CH:3]=[CH:4][CH:5]=[CH:6][CH:7]=1, predict the reactants needed to synthesize it. The reactants are: [CH2:1]([N:8]1[CH2:12][C@@H:11]([OH:13])[C@H:10]([OH:14])[CH2:9]1)[C:2]1[CH:7]=[CH:6][CH:5]=[CH:4][CH:3]=1.[OH-].[K+].CS(O[CH2:22][CH2:23][CH2:24][CH2:25][CH2:26][CH2:27][CH2:28][CH2:29][CH2:30][CH2:31][CH2:32][CH2:33][CH2:34][CH3:35])(=O)=O.O. (2) Given the product [F:18][C:13]1[CH:14]=[CH:15][CH:16]=[CH:17][C:12]=1[C:11]1[CH:10]=[CH:9][N:8]=[CH:7][C:6]=1[N:5]([CH2:4][C:3]([O:2][CH3:1])=[O:19])[C:25](=[O:26])[C:24]1[CH:28]=[C:29]([C:31]([F:32])([F:33])[F:34])[N:30]=[C:22]([C:21]([F:36])([F:20])[F:35])[CH:23]=1, predict the reactants needed to synthesize it. The reactants are: [CH3:1][O:2][C:3](=[O:19])[CH2:4][NH:5][C:6]1[CH:7]=[N:8][CH:9]=[CH:10][C:11]=1[C:12]1[CH:17]=[CH:16][CH:15]=[CH:14][C:13]=1[F:18].[F:20][C:21]([F:36])([F:35])[C:22]1[CH:23]=[C:24]([CH:28]=[C:29]([C:31]([F:34])([F:33])[F:32])[N:30]=1)[C:25](O)=[O:26]. (3) Given the product [S:19]1[CH:20]=[CH:21][C:17]([CH2:16][N:9]2[C:10]3[C:15](=[CH:14][CH:13]=[CH:12][CH:11]=3)[C:7]([CH:4]3[CH2:5][CH2:6][N:1]([CH2:31][C:27]4[CH:26]=[C:25]([CH:30]=[CH:29][CH:28]=4)[C:24]([OH:33])=[O:23])[CH2:2][CH2:3]3)=[CH:8]2)=[CH:18]1, predict the reactants needed to synthesize it. The reactants are: [NH:1]1[CH2:6][CH2:5][CH:4]([C:7]2[C:15]3[C:10](=[CH:11][CH:12]=[CH:13][CH:14]=3)[N:9]([CH2:16][C:17]3[CH:21]=[CH:20][S:19][CH:18]=3)[CH:8]=2)[CH2:3][CH2:2]1.C[O:23][C:24](=[O:33])[C:25]1[CH:30]=[CH:29][CH:28]=[C:27]([CH2:31]Br)[CH:26]=1. (4) Given the product [OH:11][CH2:12][C:13]1([NH:19][C:20](=[O:26])[O:21][C:22]([CH3:24])([CH3:23])[CH3:25])[CH2:14][CH2:15][N:16]([C:2]2[C:3]([N+:8]([O-:10])=[O:9])=[N:4][CH:5]=[CH:6][CH:7]=2)[CH2:17][CH2:18]1, predict the reactants needed to synthesize it. The reactants are: F[C:2]1[C:3]([N+:8]([O-:10])=[O:9])=[N:4][CH:5]=[CH:6][CH:7]=1.[OH:11][CH2:12][C:13]1([NH:19][C:20](=[O:26])[O:21][C:22]([CH3:25])([CH3:24])[CH3:23])[CH2:18][CH2:17][NH:16][CH2:15][CH2:14]1.C(N(C(C)C)C(C)C)C. (5) Given the product [O:36]1[C:40]2[CH:41]=[CH:42][C:43]([C:2]3[S:10][C:9]4[C:8](=[O:11])[N:7]([CH:12]5[CH2:13][CH2:14][N:15]([C:18]([O:20][C:21]([CH3:23])([CH3:24])[CH3:22])=[O:19])[CH2:16][CH2:17]5)[C:6](=[O:25])[N:5]([CH2:26][C:27]5[CH:32]=[CH:31][C:30]([O:33][CH3:34])=[C:29]([F:35])[CH:28]=5)[C:4]=4[CH:3]=3)=[CH:44][C:39]=2[O:38][CH2:37]1, predict the reactants needed to synthesize it. The reactants are: Br[C:2]1[S:10][C:9]2[C:8](=[O:11])[N:7]([CH:12]3[CH2:17][CH2:16][N:15]([C:18]([O:20][C:21]([CH3:24])([CH3:23])[CH3:22])=[O:19])[CH2:14][CH2:13]3)[C:6](=[O:25])[N:5]([CH2:26][C:27]3[CH:32]=[CH:31][C:30]([O:33][CH3:34])=[C:29]([F:35])[CH:28]=3)[C:4]=2[CH:3]=1.[O:36]1[C:40]2[CH:41]=[CH:42][C:43](B(O)O)=[CH:44][C:39]=2[O:38][CH2:37]1.C(=O)([O-])[O-].[Cs+].[Cs+].COCCOC.